Dataset: Retrosynthesis with 50K atom-mapped reactions and 10 reaction types from USPTO. Task: Predict the reactants needed to synthesize the given product. Given the product CC(C)(C)OC(=O)N1CC[C@H](NC(=O)CBr)C1, predict the reactants needed to synthesize it. The reactants are: CC(C)(C)OC(=O)N1CC[C@H](N)C1.O=C(Br)CBr.